Dataset: Reaction yield outcomes from USPTO patents with 853,638 reactions. Task: Predict the reaction yield, written as a fraction of the theoretical maximum amount of product (1.0 means a 100% yield; for example, 0.34 means a 34% yield). (1) The reactants are [OH:1][CH2:2][C@@H:3]1[CH:7]([CH:8]([CH3:11])[CH2:9][OH:10])[O:6][C:5](=[O:12])[NH:4]1.[C:13]1([CH3:23])[CH:18]=[CH:17][C:16]([S:19](Cl)(=[O:21])=[O:20])=[CH:15][CH:14]=1.CCO[C:27]([CH3:29])=O. The catalyst is N1C=CC=CC=1. The product is [CH3:23][C:13]1[CH:18]=[CH:17][C:16]([S:19]([O:10][CH2:9][CH:8]([CH:7]2[O:6][C:5](=[O:12])[NH:4][C@@H:3]2[CH2:2][O:1][S:19]([C:27]2[CH:29]=[CH:18][C:13]([CH3:23])=[CH:14][CH:15]=2)(=[O:21])=[O:20])[CH3:11])(=[O:21])=[O:20])=[CH:15][CH:14]=1. The yield is 0.680. (2) The reactants are [CH:1]1([CH2:7][N:8]2[C:12]([C:13]3[CH:18]=[C:17]([C:19]([CH3:22])([CH3:21])[CH3:20])[CH:16]=[C:15]([C:23]([CH3:26])([CH3:25])[CH3:24])[CH:14]=3)=[CH:11][C:10]([C:27]([NH:29][CH:30]3[CH2:33][S:32](=[O:34])[CH2:31]3)=[O:28])=[C:9]2[CH3:35])[CH2:6][CH2:5][CH2:4][CH2:3][CH2:2]1.[OH:36]O. The catalyst is C(Cl)Cl.CC(C)[O-].[Ti+4].CC(C)[O-].CC(C)[O-].CC(C)[O-]. The product is [CH:1]1([CH2:7][N:8]2[C:12]([C:13]3[CH:18]=[C:17]([C:19]([CH3:20])([CH3:21])[CH3:22])[CH:16]=[C:15]([C:23]([CH3:26])([CH3:25])[CH3:24])[CH:14]=3)=[CH:11][C:10]([C:27]([NH:29][CH:30]3[CH2:33][S:32](=[O:36])(=[O:34])[CH2:31]3)=[O:28])=[C:9]2[CH3:35])[CH2:6][CH2:5][CH2:4][CH2:3][CH2:2]1. The yield is 0.560. (3) The reactants are [CH3:1][O:2][C:3]([C:5]1[CH:10]=[C:9]([N+:11]([O-])=O)[CH:8]=[C:7]([C:14]([O:16][CH3:17])=[O:15])[CH:6]=1)=[O:4].CO.Cl. The catalyst is [Pd].O. The product is [CH3:17][O:16][C:14]([C:7]1[CH:8]=[C:9]([NH2:11])[CH:10]=[C:5]([C:3]([O:2][CH3:1])=[O:4])[CH:6]=1)=[O:15]. The yield is 0.920. (4) The reactants are [P:1]([O-:43])([O-:42])([O:3][C:4](C(C)(C)C)(C(C)(C)C)[N:5]1[CH:10]=[CH:9][C:8]([NH:11][C:12](=[O:32])[C:13]2[CH:18]=[CH:17][C:16]([C:19]([F:22])([F:21])[F:20])=[CH:15][C:14]=2[O:23][C:24]2[CH:29]=[CH:28][C:27]([F:30])=[CH:26][C:25]=2[CH3:31])=[CH:7][C:6]1=[O:33])=[O:2].O. The catalyst is C(#N)C.C(O)(=O)C. The product is [P:1]([OH:43])([OH:42])([O:3][CH2:4][N:5]1[CH:10]=[CH:9][C:8]([NH:11][C:12](=[O:32])[C:13]2[CH:18]=[CH:17][C:16]([C:19]([F:20])([F:22])[F:21])=[CH:15][C:14]=2[O:23][C:24]2[CH:29]=[CH:28][C:27]([F:30])=[CH:26][C:25]=2[CH3:31])=[CH:7][C:6]1=[O:33])=[O:2]. The yield is 0.884. (5) The reactants are CC1C=C(N2CCN(CCOC3C=CC=CC=3)C2=O)SC=1C(O)=O.[F:25][C:26]1[CH:47]=[CH:46][C:29]([CH2:30][N:31]2[CH2:35][CH2:34][N:33]([C:36]3[S:40][C:39]([C:41](O)=[O:42])=[C:38]([CH3:44])[CH:37]=3)[C:32]2=[O:45])=[CH:28][CH:27]=1.[F:48][C:49]([F:59])([F:58])[C:50]1[N:55]=[CH:54][C:53]([CH2:56][NH2:57])=[CH:52][CH:51]=1. No catalyst specified. The product is [F:25][C:26]1[CH:27]=[CH:28][C:29]([CH2:30][N:31]2[CH2:35][CH2:34][N:33]([C:36]3[S:40][C:39]([C:41]([NH:57][CH2:56][C:53]4[CH:54]=[N:55][C:50]([C:49]([F:59])([F:48])[F:58])=[CH:51][CH:52]=4)=[O:42])=[C:38]([CH3:44])[CH:37]=3)[C:32]2=[O:45])=[CH:46][CH:47]=1. The yield is 0.630.